From a dataset of Reaction yield outcomes from USPTO patents with 853,638 reactions. Predict the reaction yield, written as a fraction of the theoretical maximum amount of product (1.0 means a 100% yield; for example, 0.34 means a 34% yield). (1) The catalyst is C1(C)C=CC=CC=1. The reactants are [Br:1][C:2]1[C:3]([CH2:15]Br)=[C:4]([NH:8][C:9](=O)[C:10]([F:13])([F:12])[F:11])[CH:5]=[CH:6][CH:7]=1.C1(P(C2C=CC=CC=2)C2C=CC=CC=2)C=CC=CC=1. The product is [Br:1][C:2]1[CH:7]=[CH:6][CH:5]=[C:4]2[C:3]=1[CH:15]=[C:9]([C:10]([F:13])([F:12])[F:11])[NH:8]2. The yield is 0.840. (2) The reactants are [CH2:1]([N:3]([CH2:6]C)[CH2:4][CH3:5])C.Cl.[CH:9]1[C:18]2[C:13](=[CH:14][CH:15]=[CH:16][CH:17]=2)[CH:12]=[CH:11][C:10]=1[CH:19]([O:24][C:25]1[CH:30]=[CH:29][CH:28]=[CH:27][CH:26]=1)C1CNC1.C=O.C(O)(=O)C.[BH4-].C(O)(=O)C.[Na+].[OH-].[Na+]. The catalyst is CO. The product is [CH3:6][N:3]1[CH2:1][CH:5]([CH:19]([C:10]2[CH:11]=[CH:12][C:13]3[C:18](=[CH:17][CH:16]=[CH:15][CH:14]=3)[CH:9]=2)[O:24][C:25]2[CH:26]=[CH:27][CH:28]=[CH:29][CH:30]=2)[CH2:4]1. The yield is 0.610.